Predict the reactants needed to synthesize the given product. From a dataset of Full USPTO retrosynthesis dataset with 1.9M reactions from patents (1976-2016). (1) Given the product [Cl:8][C:5]1[N:4]=[C:3]([Cl:9])[C:2]([NH:1][C:20](=[O:21])[C:19]2[CH:23]=[C:24]([CH3:28])[C:25]([O:26][CH3:27])=[C:17]([CH3:16])[CH:18]=2)=[CH:7][N:6]=1, predict the reactants needed to synthesize it. The reactants are: [NH2:1][C:2]1[C:3]([Cl:9])=[N:4][C:5]([Cl:8])=[N:6][CH:7]=1.C(=O)([O-])O.[Na+].O.[CH3:16][C:17]1[CH:18]=[C:19]([CH:23]=[C:24]([CH3:28])[C:25]=1[O:26][CH3:27])[C:20](Cl)=[O:21]. (2) Given the product [C:12]([CH2:13][CH2:14][N:1]([CH2:17][CH2:18][C:10]#[N:7])[CH2:2][C:3]([OH:5])=[O:4])#[N:15], predict the reactants needed to synthesize it. The reactants are: [NH2:1][CH2:2][C:3]([OH:5])=[O:4].C[N+:7]([CH3:10])(C)C.[OH-].[C:12](#[N:15])[CH:13]=[CH2:14].Cl.[CH3:17][C:18](C)=O. (3) Given the product [P:30]([O:20][C:4]1[CH:5]=[C:6]([C:7]2[O:17][C:16]3[C:11]([C:9](=[O:10])[C:8]=2[OH:19])=[CH:12][CH:13]=[C:14]([OH:18])[CH:15]=3)[CH:1]=[CH:2][C:3]=1[OH:21])([O:29][CH2:22][C:23]1[CH:28]=[CH:27][CH:26]=[CH:25][CH:24]=1)([O:31][CH2:32][C:33]1[CH:38]=[CH:37][CH:36]=[CH:35][CH:34]=1)=[O:39], predict the reactants needed to synthesize it. The reactants are: [CH:1]1[C:6]([C:7]2[O:17][C:16]3[CH:15]=[C:14]([OH:18])[CH:13]=[CH:12][C:11]=3[C:9](=[O:10])[C:8]=2[OH:19])=[CH:5][C:4]([OH:20])=[C:3]([OH:21])[CH:2]=1.[CH2:22]([O:29][P:30]([O-:39])[O:31][CH2:32][C:33]1[CH:38]=[CH:37][CH:36]=[CH:35][CH:34]=1)[C:23]1[CH:28]=[CH:27][CH:26]=[CH:25][CH:24]=1.C(N(CC)C(C)C)(C)C.C(Cl)(Cl)(Cl)Cl.P([O-])(O)(O)=O.[K+]. (4) Given the product [CH3:35][CH:36]([NH:32][C:28]([C:26]1[N:27]=[C:23]([CH2:22][N:3]2[C:4]3[C:9](=[CH:8][CH:7]=[CH:6][CH:5]=3)[C:10]3([C:14]4=[CH:15][C:16]5[O:20][CH2:19][O:18][C:17]=5[CH:21]=[C:13]4[O:12][CH2:11]3)[C:2]2=[O:1])[O:24][CH:25]=1)=[O:30])[CH3:37], predict the reactants needed to synthesize it. The reactants are: [O:1]=[C:2]1[C:10]2([C:14]3=[CH:15][C:16]4[O:20][CH2:19][O:18][C:17]=4[CH:21]=[C:13]3[O:12][CH2:11]2)[C:9]2[C:4](=[CH:5][CH:6]=[CH:7][CH:8]=2)[N:3]1[CH2:22][C:23]1[O:24][CH:25]=[C:26]([C:28]([OH:30])=O)[N:27]=1.O[N:32]1[C:36]2[CH:37]=CC=C[C:35]=2N=N1.C1(N)CC1. (5) Given the product [CH2:36]([C:9]1[CH:8]=[C:7]([CH2:19][C:20]([OH:22])=[O:21])[CH:6]=[C:5]([O:4][C:3]2[CH:23]=[CH:24][C:25]([S:27]([C:30]3[CH:35]=[CH:34][CH:33]=[CH:32][CH:31]=3)(=[O:29])=[O:28])=[CH:26][C:2]=2[F:1])[CH:10]=1)[CH3:37], predict the reactants needed to synthesize it. The reactants are: [F:1][C:2]1[CH:26]=[C:25]([S:27]([C:30]2[CH:35]=[CH:34][CH:33]=[CH:32][CH:31]=2)(=[O:29])=[O:28])[CH:24]=[CH:23][C:3]=1[O:4][C:5]1[CH:6]=[C:7]([CH2:19][C:20]([OH:22])=[O:21])[CH:8]=[C:9](OS(C(F)(F)F)(=O)=O)[CH:10]=1.[CH2:36]([Zn]CC)[CH3:37]. (6) Given the product [C:15]([Si:12]([CH3:14])([CH3:13])[O:11][C@@H:6]1[C:7]2[C:3](=[C:2]([B:22]3[O:23][C:24]([CH3:26])([CH3:25])[C:20]([CH3:36])([CH3:19])[O:21]3)[CH:10]=[CH:9][CH:8]=2)[CH2:4][CH2:5]1)([CH3:18])([CH3:17])[CH3:16], predict the reactants needed to synthesize it. The reactants are: Br[C:2]1[CH:10]=[CH:9][CH:8]=[C:7]2[C:3]=1[CH2:4][CH2:5][C@@H:6]2[O:11][Si:12]([C:15]([CH3:18])([CH3:17])[CH3:16])([CH3:14])[CH3:13].[CH3:19][C:20]1([CH3:36])[C:24]([CH3:26])([CH3:25])[O:23][B:22]([B:22]2[O:23][C:24]([CH3:26])([CH3:25])[C:20]([CH3:36])([CH3:19])[O:21]2)[O:21]1.C([O-])(=O)C.[K+].N#N.C(Cl)Cl.